From a dataset of Full USPTO retrosynthesis dataset with 1.9M reactions from patents (1976-2016). Predict the reactants needed to synthesize the given product. Given the product [C:1]([O:5][C:6](=[O:50])[NH:7][C@H:8]([C:44]1[CH:45]=[CH:46][CH:47]=[CH:48][CH:49]=1)[C:9]([N:11]1[CH2:16][CH2:15][O:14][CH2:13][C@H:12]1[C:17](=[O:43])[NH:18][C:19]1[CH:20]=[CH:21][C:22]([C:25]#[C:26][C:27]2[C:28]([C:35]3[CH:40]=[C:39]([Cl:41])[CH:38]=[CH:37][C:36]=3[OH:42])=[N:29][N:30]([CH2:32][CH2:33][OH:34])[CH:31]=2)=[CH:23][CH:24]=1)=[O:10])([CH3:4])([CH3:2])[CH3:3], predict the reactants needed to synthesize it. The reactants are: [C:1]([O:5][C:6](=[O:50])[NH:7][C@H:8]([C:44]1[CH:49]=[CH:48][CH:47]=[CH:46][CH:45]=1)[C:9]([N:11]1[CH2:16][CH2:15][O:14][CH2:13][CH:12]1[C:17](=[O:43])[NH:18][C:19]1[CH:24]=[CH:23][C:22]([C:25]#[C:26][C:27]2[C:28]([C:35]3[CH:40]=[C:39]([Cl:41])[CH:38]=[CH:37][C:36]=3[OH:42])=[N:29][N:30]([CH2:32][CH2:33][OH:34])[CH:31]=2)=[CH:21][CH:20]=1)=[O:10])([CH3:4])([CH3:3])[CH3:2].ClC1C=CC(O)=C(C2C(C#CC3C=CC(NC([C@@H]4COCCN4)=O)=CC=3)=CN(CCO)N=2)C=1.N(C(OC(C)(C)C)=O)[C@@H](C(O)=O)C1C=CC=CC=1.